From a dataset of Peptide-MHC class II binding affinity with 134,281 pairs from IEDB. Regression. Given a peptide amino acid sequence and an MHC pseudo amino acid sequence, predict their binding affinity value. This is MHC class II binding data. The peptide sequence is APPRLICDSRVLERY. The MHC is DRB4_0101 with pseudo-sequence DRB4_0103. The binding affinity (normalized) is 0.272.